This data is from Forward reaction prediction with 1.9M reactions from USPTO patents (1976-2016). The task is: Predict the product of the given reaction. (1) Given the reactants [Br:1][C:2]1[CH:11]=[CH:10][C:5]([C:6]([O:8]C)=[O:7])=[C:4]([O:12][C:13]([F:16])([F:15])[F:14])[CH:3]=1.Cl, predict the reaction product. The product is: [Br:1][C:2]1[CH:11]=[CH:10][C:5]([C:6]([OH:8])=[O:7])=[C:4]([O:12][C:13]([F:14])([F:15])[F:16])[CH:3]=1. (2) Given the reactants [C:1]([O:5][C:6]([CH2:8][C@@H:9]1[O:14][C:13]([CH3:16])([CH3:15])[O:12][C@H:11]([CH2:17][CH2:18][N:19]2[C:23]([CH:24]([CH3:26])[CH3:25])=[C:22]([C:27]([OH:29])=[O:28])[N:21]=[C:20]2[C:30]2[CH:35]=[CH:34][C:33]([F:36])=[CH:32][CH:31]=2)[CH2:10]1)=[O:7])([CH3:4])([CH3:3])[CH3:2].C(OC(C[C@@H]1OC(C)(C)O[C@H](CCN([C:63](=O)[C:64]2[CH:69]=[CH:68][C:67](F)=[CH:66][CH:65]=2)C(C(C)C)C(O)=O)C1)=O)(C)(C)C.C(OC(=O)C(NS(C1C=CC(C)=CC=1)(=O)=O)NS(C1C=CC(C)=CC=1)(=O)=O)C1C=CC=CC=1.O.C(OCC1C=CC=CC=1)(=O)C=O.CC1C=CC(S(N)(=O)=O)=CC=1.CCN=C=NCCCN(C)C, predict the reaction product. The product is: [CH2:63]([O:28][C:27]([C:22]1[N:21]=[C:20]([C:30]2[CH:31]=[CH:32][C:33]([F:36])=[CH:34][CH:35]=2)[N:19]([CH2:18][CH2:17][C@@H:11]2[CH2:10][C@H:9]([CH2:8][C:6]([O:5][C:1]([CH3:3])([CH3:4])[CH3:2])=[O:7])[O:14][C:13]([CH3:15])([CH3:16])[O:12]2)[C:23]=1[CH:24]([CH3:26])[CH3:25])=[O:29])[C:64]1[CH:69]=[CH:68][CH:67]=[CH:66][CH:65]=1. (3) Given the reactants [CH3:1][O:2][C:3]1[CH:8]=[C:7]([CH3:9])[CH:6]=[CH:5][C:4]=1[OH:10].C(OC([N:18]1[CH2:23][CH2:22][N:21]([C:24]2[C:25]([O:30][CH2:31][CH2:32]O)=[N:26][CH:27]=[CH:28][N:29]=2)[CH2:20][CH2:19]1)=O)(C)(C)C, predict the reaction product. The product is: [N:21]1([C:24]2[C:25]([O:30][CH2:31][CH2:32][O:10][C:4]3[CH:5]=[CH:6][C:7]([CH3:9])=[CH:8][C:3]=3[O:2][CH3:1])=[N:26][CH:27]=[CH:28][N:29]=2)[CH2:22][CH2:23][NH:18][CH2:19][CH2:20]1.